This data is from Catalyst prediction with 721,799 reactions and 888 catalyst types from USPTO. The task is: Predict which catalyst facilitates the given reaction. (1) Reactant: [Cl:1][C:2]1[C:7]([Cl:8])=[CH:6][CH:5]=[CH:4][C:3]=1[N:9]1[CH2:14][CH2:13][N:12]([CH2:15][CH2:16][CH2:17][CH:18]=[CH:19][C:20]2[CH:21]=[CH:22][C:23]3[O:24][CH2:25][C:26](=[O:30])[NH:27][C:28]=3[N:29]=2)[CH2:11][CH2:10]1.C(OCC)(=O)C. Product: [Cl:1][C:2]1[C:7]([Cl:8])=[CH:6][CH:5]=[CH:4][C:3]=1[N:9]1[CH2:14][CH2:13][N:12]([CH2:15][CH2:16][CH2:17][CH2:18][CH2:19][C:20]2[CH:21]=[CH:22][C:23]3[O:24][CH2:25][C:26](=[O:30])[NH:27][C:28]=3[N:29]=2)[CH2:11][CH2:10]1. The catalyst class is: 446. (2) Reactant: [Li]CCCC.[N:6]1([C:11]2[CH:31]=[CH:30][C:14]([CH2:15][C:16]3[C:17]([O:28][CH3:29])=[N:18][C:19]4[C:24]([C:25]=3[Cl:26])=[CH:23][C:22](Br)=[CH:21][CH:20]=4)=[CH:13][CH:12]=2)[CH:10]=[CH:9][CH:8]=[N:7]1.[C:32]([CH:40]1[CH2:45][CH2:44][N:43]([C:46](=[O:48])[CH3:47])[CH2:42][CH2:41]1)(=[O:39])[C:33]1[CH:38]=[CH:37][CH:36]=[CH:35][CH:34]=1.O. Product: [N:6]1([C:11]2[CH:31]=[CH:30][C:14]([CH2:15][C:16]3[C:17]([O:28][CH3:29])=[N:18][C:19]4[C:24]([C:25]=3[Cl:26])=[CH:23][C:22]([C:32]([OH:39])([C:33]3[CH:38]=[CH:37][CH:36]=[CH:35][CH:34]=3)[CH:40]3[CH2:45][CH2:44][N:43]([C:46](=[O:48])[CH3:47])[CH2:42][CH2:41]3)=[CH:21][CH:20]=4)=[CH:13][CH:12]=2)[CH:10]=[CH:9][CH:8]=[N:7]1. The catalyst class is: 1. (3) Reactant: [CH2:1]([C:5]1[N:6]=[C:7]2[CH:23]=[CH:22][C:21]([Cl:24])=[CH:20][N:8]2[C:9](=[O:19])[C:10]=1[C:11]1[CH:16]=[CH:15][C:14]([O:17]C)=[CH:13][CH:12]=1)[CH2:2][CH2:3][CH3:4].B(Br)(Br)Br.O. Product: [CH2:1]([C:5]1[N:6]=[C:7]2[CH:23]=[CH:22][C:21]([Cl:24])=[CH:20][N:8]2[C:9](=[O:19])[C:10]=1[C:11]1[CH:12]=[CH:13][C:14]([OH:17])=[CH:15][CH:16]=1)[CH2:2][CH2:3][CH3:4]. The catalyst class is: 2. (4) Reactant: [CH3:1][C:2]1[N:3]=[C:4]2[S:22][CH:21]=[CH:20][N:5]2[C:6](=[O:19])[C:7]=1[C:8]1[CH:13]=[CH:12][C:11]([O:14][C:15]([F:18])([F:17])[F:16])=[CH:10][CH:9]=1.[CH:23]1([CH2:29][O:30][C:31]2[C:38]([O:39][CH3:40])=[CH:37][CH:36]=[CH:35][C:32]=2[CH:33]=O)[CH2:28][CH2:27][CH2:26][CH2:25][CH2:24]1.[O-]CC.[Na+]. Product: [CH:23]1([CH2:29][O:30][C:31]2[C:38]([O:39][CH3:40])=[CH:37][CH:36]=[CH:35][C:32]=2/[CH:33]=[CH:1]/[C:2]2[N:3]=[C:4]3[S:22][CH:21]=[CH:20][N:5]3[C:6](=[O:19])[C:7]=2[C:8]2[CH:13]=[CH:12][C:11]([O:14][C:15]([F:17])([F:18])[F:16])=[CH:10][CH:9]=2)[CH2:24][CH2:25][CH2:26][CH2:27][CH2:28]1. The catalyst class is: 8.